Dataset: Reaction yield outcomes from USPTO patents with 853,638 reactions. Task: Predict the reaction yield, written as a fraction of the theoretical maximum amount of product (1.0 means a 100% yield; for example, 0.34 means a 34% yield). (1) The reactants are [Br:1][C:2]1[C:3](=[O:17])[NH:4][C:5](=[O:16])[N:6](CCC2C=CC=CC=2)[N:7]=1.Br[CH2:19][C:20]1[CH:25]=[CH:24][C:23]([C:26]2[CH:31]=[CH:30][CH:29]=[CH:28][CH:27]=2)=[CH:22][CH:21]=1.C(I)CC1C=CC=CC=1. No catalyst specified. The product is [C:23]1([C:26]2[CH:31]=[CH:30][CH:29]=[CH:28][CH:27]=2)[CH:24]=[CH:25][C:20]([CH2:19][N:6]2[C:5](=[O:16])[NH:4][C:3](=[O:17])[C:2]([Br:1])=[N:7]2)=[CH:21][CH:22]=1. The yield is 0.560. (2) The reactants are [NH2:1][CH2:2][C:3]1[CH:4]=[C:5]([NH:9][C:10](=[O:16])[O:11][C:12]([CH3:15])([CH3:14])[CH3:13])[CH:6]=[CH:7][CH:8]=1.C(N(CC)CC)C.[N+:24]([C:27]1[CH:28]=[C:29]([CH:33]=[CH:34][CH:35]=1)[C:30](Cl)=[O:31])([O-:26])=[O:25].C([O-])([O-])=O.[Na+].[Na+]. The catalyst is O1CCCC1. The product is [N+:24]([C:27]1[CH:28]=[C:29]([CH:33]=[CH:34][CH:35]=1)[C:30]([NH:1][CH2:2][C:3]1[CH:4]=[C:5]([NH:9][C:10](=[O:16])[O:11][C:12]([CH3:13])([CH3:15])[CH3:14])[CH:6]=[CH:7][CH:8]=1)=[O:31])([O-:26])=[O:25]. The yield is 1.00. (3) The reactants are [F:1][C:2]1[CH:32]=[CH:31][C:5]([CH2:6][N:7]2[C:12](=[O:13])[C:11]([CH2:14][CH2:15][CH2:16]OS(C)(=O)=O)=[CH:10][C:9]([C:22]3[CH:27]=[CH:26][C:25]([O:28][CH3:29])=[C:24]([F:30])[CH:23]=3)=[N:8]2)=[CH:4][CH:3]=1.[N:33]1([C:39]([O:41][C:42]([CH3:45])([CH3:44])[CH3:43])=[O:40])[CH2:38][CH2:37][NH:36][CH2:35][CH2:34]1. No catalyst specified. The product is [C:42]([O:41][C:39]([N:33]1[CH2:38][CH2:37][N:36]([CH2:16][CH2:15][CH2:14][C:11]2[C:12](=[O:13])[N:7]([CH2:6][C:5]3[CH:4]=[CH:3][C:2]([F:1])=[CH:32][CH:31]=3)[N:8]=[C:9]([C:22]3[CH:27]=[CH:26][C:25]([O:28][CH3:29])=[C:24]([F:30])[CH:23]=3)[CH:10]=2)[CH2:35][CH2:34]1)=[O:40])([CH3:45])([CH3:44])[CH3:43]. The yield is 0.374. (4) The reactants are [Cl:1][C:2]1[CH:3]=[CH:4][C:5]([O:20][CH2:21][C:22]2[CH:27]=[CH:26][C:25]([Cl:28])=[CH:24][CH:23]=2)=[C:6]([CH:19]=1)[CH2:7][N:8]1[C:12]([CH3:13])=[CH:11][C:10]([CH2:14][CH2:15][C:16](F)=[O:17])=[N:9]1.[F:29][C:30]([F:36])([F:35])[S:31]([NH2:34])(=[O:33])=[O:32]. The catalyst is CN(C1C=CN=CC=1)C.C(Cl)Cl.CCOC(C)=O. The product is [Cl:1][C:2]1[CH:3]=[CH:4][C:5]([O:20][CH2:21][C:22]2[CH:27]=[CH:26][C:25]([Cl:28])=[CH:24][CH:23]=2)=[C:6]([CH:19]=1)[CH2:7][N:8]1[C:12]([CH3:13])=[CH:11][C:10]([CH2:14][CH2:15][C:16]([NH:34][S:31]([C:30]([F:36])([F:35])[F:29])(=[O:33])=[O:32])=[O:17])=[N:9]1. The yield is 0.720. (5) The reactants are [CH3:1][C:2]1([C:5]2[NH:6][C:7]3[C:12]([CH:13]=2)=[CH:11][C:10]([N+:14]([O-])=O)=[CH:9][CH:8]=3)[CH2:4][CH2:3]1. The catalyst is CCO.[Ni]. The product is [CH3:1][C:2]1([C:5]2[NH:6][C:7]3[C:12]([CH:13]=2)=[CH:11][C:10]([NH2:14])=[CH:9][CH:8]=3)[CH2:4][CH2:3]1. The yield is 0.280. (6) The reactants are [F:1][C:2]1[CH:15]=[CH:14][C:5]([O:6][CH2:7][C:8]([O:10][CH:11]([CH3:13])[CH3:12])=[O:9])=[C:4]([CH3:16])[C:3]=1[NH:17][CH2:18][C:19]1[CH:24]=[C:23]([O:25]C)[CH:22]=[C:21]([C:27]2[CH:32]=[CH:31][CH:30]=[C:29]([F:33])[CH:28]=2)[CH:20]=1.[Al+3].[Cl-].[Cl-].[Cl-].C(S)C. The catalyst is C(Cl)Cl. The product is [F:1][C:2]1[CH:15]=[CH:14][C:5]([O:6][CH2:7][C:8]([O:10][CH:11]([CH3:12])[CH3:13])=[O:9])=[C:4]([CH3:16])[C:3]=1[NH:17][CH2:18][C:19]1[CH:24]=[C:23]([OH:25])[CH:22]=[C:21]([C:27]2[CH:32]=[CH:31][CH:30]=[C:29]([F:33])[CH:28]=2)[CH:20]=1. The yield is 0.410. (7) The reactants are [C:1]1([N:7]2[C:19]3[CH:18]=[CH:17][CH:16]=[CH:15][C:14]=3[C:13]3[C:8]2=[CH:9][CH:10]=[CH:11][CH:12]=3)[CH:6]=[CH:5][CH:4]=[CH:3][CH:2]=1.[Br:20]N1C(=O)CCC1=O. The catalyst is C(O)(=O)C.CO. The product is [Br:20][C:16]1[CH:17]=[CH:18][C:19]2[N:7]([C:1]3[CH:2]=[CH:3][CH:4]=[CH:5][CH:6]=3)[C:8]3[C:13]([C:14]=2[CH:15]=1)=[CH:12][CH:11]=[CH:10][CH:9]=3. The yield is 0.880. (8) The reactants are [NH2:1][C:2]1[N:3]=[CH:4][C:5]2[CH2:6][C:7](=[O:21])[NH:8][C:9]3[CH:16]=[C:15]([C:17]([F:20])([F:19])[F:18])[CH:14]=[CH:13][C:10]=3[C:11]=2[N:12]=1.Br[C:23]1[C:24]([C:30]([F:33])([F:32])[F:31])=[N:25][CH:26]=[C:27]([Cl:29])[CH:28]=1.CC(C1C=C(C(C)C)C(C2C=CC=CC=2P(C2CCCCC2)C2CCCCC2)=C(C(C)C)C=1)C.CC([O-])(C)C.[K+]. The catalyst is C1C=CC(/C=C/C(/C=C/C2C=CC=CC=2)=O)=CC=1.C1C=CC(/C=C/C(/C=C/C2C=CC=CC=2)=O)=CC=1.C1C=CC(/C=C/C(/C=C/C2C=CC=CC=2)=O)=CC=1.[Pd].[Pd].C1COCC1.C(O)(C)(C)C. The product is [Cl:29][C:27]1[CH:28]=[C:23]([NH:1][C:2]2[N:3]=[CH:4][C:5]3[CH2:6][C:7](=[O:21])[NH:8][C:9]4[CH:16]=[C:15]([C:17]([F:20])([F:19])[F:18])[CH:14]=[CH:13][C:10]=4[C:11]=3[N:12]=2)[C:24]([C:30]([F:33])([F:31])[F:32])=[N:25][CH:26]=1. The yield is 0.120.